From a dataset of Forward reaction prediction with 1.9M reactions from USPTO patents (1976-2016). Predict the product of the given reaction. (1) Given the reactants C1C=CC(CCNC([C@@H](NS(C2C=CC3C(=CC=CC=3)C=2)(=O)=O)CC(O)=O)=O)=CC=1.CC(C(CN1C(=O)[C@H](NC(NC2C=C(NC)C=CC=2)=O)N=C(C2C=CC=CN=2)C2C=CC=CC1=2)=O)(C)C.[CH3:68][C:69]1[CH:74]=[CH:73][CH:72]=[C:71]([NH:75][C:76]([NH:78][C@@H:79]2[N:90]=[C:89]([C:91]3[CH:96]=[CH:95][CH:94]=[CH:93][CH:92]=3)[C:88]3[C:83](=[CH:84][CH:85]=[CH:86][CH:87]=3)[N:82]([CH2:97]C(C3C(C)=CC=CC=3)=O)[C:80]2=[O:81])=[O:77])[CH:70]=1.CN1C(=O)[C@@H](NC(C2NC3C(=CC=CC=3)C=2)=O)N=C(C2C=CC=CC=2)C2C1=CC=CC=2, predict the reaction product. The product is: [CH3:68][C:69]1[CH:74]=[CH:73][CH:72]=[C:71]([NH:75][C:76]([NH:78][C@@H:79]2[N:90]=[C:89]([C:91]3[CH:96]=[CH:95][CH:94]=[CH:93][CH:92]=3)[C:88]3[C:83](=[CH:84][CH:85]=[CH:86][CH:87]=3)[N:82]([CH3:97])[C:80]2=[O:81])=[O:77])[CH:70]=1. (2) Given the reactants [CH2:1]([O:8][C:9]1[CH:14]=[CH:13][C:12](Br)=[CH:11][CH:10]=1)[C:2]1[CH:7]=[CH:6][CH:5]=[CH:4][CH:3]=1.[Mg].II.[C:19]1(=[O:23])[CH2:22][CH2:21][CH2:20]1.[NH4+].[Cl-], predict the reaction product. The product is: [CH2:1]([O:8][C:9]1[CH:14]=[CH:13][C:12]([C:19]2([OH:23])[CH2:22][CH2:21][CH2:20]2)=[CH:11][CH:10]=1)[C:2]1[CH:7]=[CH:6][CH:5]=[CH:4][CH:3]=1. (3) The product is: [NH:13]1[C:17]2[CH:18]=[CH:19][C:20]([C:22]3[NH:12][C:11]4[N:10]([N:9]=[CH:8][C:7]=4[C:2]4[CH:3]=[CH:4][CH:5]=[CH:6][N:1]=4)[C:24](=[O:25])[CH:23]=3)=[CH:21][C:16]=2[N:15]=[N:14]1. Given the reactants [N:1]1[CH:6]=[CH:5][CH:4]=[CH:3][C:2]=1[C:7]1[CH:8]=[N:9][NH:10][C:11]=1[NH2:12].[NH:13]1[C:17]2[CH:18]=[CH:19][C:20]([C:22](=O)[CH2:23][C:24](OCC)=[O:25])=[CH:21][C:16]=2[N:15]=[N:14]1.CC1C=CC(S(O)(=O)=O)=CC=1, predict the reaction product. (4) Given the reactants FC1C=C(C=CC=1)CN1C2C(=CC=CC=2CCC2C=CC(C(O)=O)=CC=2)CC1.[CH3:29][O:30][C:31]1[CH:32]=[C:33]([CH:56]=[CH:57][CH:58]=1)[CH2:34][N:35]1[C:43]2[C:38](=[CH:39][CH:40]=[CH:41][C:42]=2[CH2:44][CH2:45][C:46]2[CH:55]=[CH:54][C:49]([C:50]([O:52]C)=[O:51])=[CH:48][CH:47]=2)[CH:37]=[CH:36]1.[Li+].[OH-], predict the reaction product. The product is: [CH3:29][O:30][C:31]1[CH:32]=[C:33]([CH:56]=[CH:57][CH:58]=1)[CH2:34][N:35]1[C:43]2[C:38](=[CH:39][CH:40]=[CH:41][C:42]=2[CH2:44][CH2:45][C:46]2[CH:47]=[CH:48][C:49]([C:50]([OH:52])=[O:51])=[CH:54][CH:55]=2)[CH:37]=[CH:36]1.